Dataset: Forward reaction prediction with 1.9M reactions from USPTO patents (1976-2016). Task: Predict the product of the given reaction. (1) The product is: [F:1][C:2]1[C:7]([F:8])=[CH:6][CH:5]=[CH:4][C:3]=1[C:9]([CH3:13])([CH3:12])[C:10]([NH2:11])=[O:14]. Given the reactants [F:1][C:2]1[C:7]([F:8])=[CH:6][CH:5]=[CH:4][C:3]=1[C:9]([CH3:13])([CH3:12])[C:10]#[N:11].[OH-:14].[Na+].OO, predict the reaction product. (2) Given the reactants CO[CH2:3][N:4]([CH2:10][C:11]1[CH:16]=[CH:15][CH:14]=[CH:13][CH:12]=1)[CH2:5][Si](C)(C)C.[F:17][C:18]1[CH:23]=[CH:22][C:21](/[CH:24]=[CH:25]/[N+:26]([O-:28])=[O:27])=[C:20]([CH3:29])[CH:19]=1.FC(F)(F)C(O)=O, predict the reaction product. The product is: [CH2:10]([N:4]1[CH2:5][CH:25]([N+:26]([O-:28])=[O:27])[CH:24]([C:21]2[CH:22]=[CH:23][C:18]([F:17])=[CH:19][C:20]=2[CH3:29])[CH2:3]1)[C:11]1[CH:16]=[CH:15][CH:14]=[CH:13][CH:12]=1. (3) Given the reactants [Cl:1][C:2]1[CH:7]=[CH:6][C:5]([NH:8][C:9]2[C:17]3[C:12](=[CH:13][N:14]=[CH:15][CH:16]=3)[S:11][C:10]=2[C:18]([O:20][CH2:21][CH3:22])=[O:19])=[CH:4][C:3]=1[O:23]C.BrB(Br)Br.C([O-])(O)=O.[Na+], predict the reaction product. The product is: [Cl:1][C:2]1[CH:7]=[CH:6][C:5]([NH:8][C:9]2[C:17]3[C:12](=[CH:13][N:14]=[CH:15][CH:16]=3)[S:11][C:10]=2[C:18]([O:20][CH2:21][CH3:22])=[O:19])=[CH:4][C:3]=1[OH:23]. (4) Given the reactants [Cl:1][CH:2]([Cl:35])[C:3]([N:5]([CH2:25][CH2:26][P:27](=[O:34])([O:31]CC)[O:28]CC)[C:6]1[CH:11]=[CH:10][CH:9]=[C:8]([C:12]2[O:16][N:15]=[C:14]([C:17]3[C:22]([Cl:23])=[CH:21][CH:20]=[CH:19][C:18]=3[Cl:24])[CH:13]=2)[CH:7]=1)=[O:4].Br[Si](C)(C)C, predict the reaction product. The product is: [Cl:35][CH:2]([Cl:1])[C:3]([N:5]([CH2:25][CH2:26][P:27](=[O:28])([OH:34])[OH:31])[C:6]1[CH:11]=[CH:10][CH:9]=[C:8]([C:12]2[O:16][N:15]=[C:14]([C:17]3[C:18]([Cl:24])=[CH:19][CH:20]=[CH:21][C:22]=3[Cl:23])[CH:13]=2)[CH:7]=1)=[O:4]. (5) Given the reactants [Cl:1][C:2]1[CH:10]=[CH:9][C:5]([C:6]([OH:8])=[O:7])=[CH:4][N:3]=1.ClC([O-])=O.O=S(Cl)Cl.[C:19]1(OC(Cl)=O)C=CC=C[CH:20]=1.ClC(OC1C=CC([N+]([O-])=O)=CC=1)=O.N=C=N.C1N=CN(C(N2C=NC=C2)=O)C=1.C1CCC(N=C=NC2CCCCC2)CC1.C1C=CC2N(O)N=NC=2C=1.ON1C(=O)CCC1=O, predict the reaction product. The product is: [CH2:19]([O:7][C:6](=[O:8])[C:5]1[CH:9]=[CH:10][C:2]([Cl:1])=[N:3][CH:4]=1)[CH3:20]. (6) Given the reactants Cl[C:2]1[N:7]=[C:6]([CH2:8][CH2:9][C:10]2[CH:15]=[CH:14][CH:13]=[CH:12][C:11]=2[CH2:16][C:17]([NH2:19])=[O:18])[C:5]([CH3:20])=[CH:4][N:3]=1.[NH2:21][C:22]1[CH:23]=[N:24][CH:25]=[CH:26][CH:27]=1.C([O-])([O-])=O.[Cs+].[Cs+].CC1(C)C2C(=C(P(C3C=CC=CC=3)C3C=CC=CC=3)C=CC=2)OC2C(P(C3C=CC=CC=3)C3C=CC=CC=3)=CC=CC1=2, predict the reaction product. The product is: [CH3:20][C:5]1[C:6]([CH2:8][CH2:9][C:10]2[CH:15]=[CH:14][CH:13]=[CH:12][C:11]=2[CH2:16][C:17]([NH2:19])=[O:18])=[N:7][C:2]([NH:21][C:22]2[CH:23]=[N:24][CH:25]=[CH:26][CH:27]=2)=[N:3][CH:4]=1. (7) Given the reactants Br[C:2]1[C:8]([C:9]([F:12])([F:11])[F:10])=[CH:7][C:5]([NH2:6])=[CH:4][C:3]=1[Cl:13].C(=O)([O-])[O-].[Na+].[Na+].CC1(C)C(C)(C)OB([C:28]2[CH:33]=[CH:32][C:31]([S:34]([N:37]3[CH2:41][CH2:40][CH2:39][C@H:38]3[C:42]([O:44][C:45]([CH3:48])([CH3:47])[CH3:46])=[O:43])(=[O:36])=[O:35])=[CH:30][CH:29]=2)O1.O, predict the reaction product. The product is: [NH2:6][C:5]1[CH:7]=[C:8]([C:9]([F:12])([F:11])[F:10])[C:2]([C:28]2[CH:33]=[CH:32][C:31]([S:34]([N:37]3[CH2:41][CH2:40][CH2:39][C@H:38]3[C:42]([O:44][C:45]([CH3:48])([CH3:47])[CH3:46])=[O:43])(=[O:36])=[O:35])=[CH:30][CH:29]=2)=[C:3]([Cl:13])[CH:4]=1. (8) Given the reactants [CH3:1][C:2]1[CH:10]=[CH:9][C:8]2[N:4]([CH:5]=[C:6]([C:11]([O:13][CH2:14][CH3:15])=[O:12])[CH:7]=2)[CH:3]=1.F[B-](F)(F)F.C1(P(C2CCCC2)C2CCCC2)CCCC1.C([O-])([O-])=O.[Cs+].[Cs+].Cl[C:44]1[CH:49]=[CH:48][CH:47]=[CH:46][N:45]=1, predict the reaction product. The product is: [CH3:1][C:2]1[CH:10]=[CH:9][C:8]2[N:4]([C:5]([C:44]3[CH:49]=[CH:48][CH:47]=[CH:46][N:45]=3)=[C:6]([C:11]([O:13][CH2:14][CH3:15])=[O:12])[CH:7]=2)[CH:3]=1.